This data is from Full USPTO retrosynthesis dataset with 1.9M reactions from patents (1976-2016). The task is: Predict the reactants needed to synthesize the given product. (1) Given the product [OH:36][C:31]1[CH:32]=[CH:33][CH:34]=[CH:35][C:30]=1[C:2]1[CH:21]=[CH:20][CH:19]=[C:4]([CH2:5][O:6][C:7]2[CH:12]=[CH:11][C:10]([CH2:13][CH2:14][C:15]([OH:17])=[O:16])=[CH:9][CH:8]=2)[CH:3]=1, predict the reactants needed to synthesize it. The reactants are: Br[C:2]1[CH:3]=[C:4]([CH:19]=[CH:20][CH:21]=1)[CH2:5][O:6][C:7]1[CH:12]=[CH:11][C:10]([CH2:13][CH2:14][C:15]([O:17]C)=[O:16])=[CH:9][CH:8]=1.CC1(C)C(C)(C)OB([C:30]2[CH:35]=[CH:34][CH:33]=[CH:32][C:31]=2[OH:36])O1. (2) The reactants are: C([O-])(=O)C.[Na+].Cl.CN.[S:9]1[CH:13]=[CH:12][CH:11]=[C:10]1[CH:14]=O.[N+:16]([CH3:19])([O-:18])=[O:17]. Given the product [N+:16]([CH:19]=[CH:14][C:10]1[S:9][CH:13]=[CH:12][CH:11]=1)([O-:18])=[O:17], predict the reactants needed to synthesize it. (3) Given the product [C:43]([O:42][CH2:41][C:36]1([C:31]2[CH:30]=[CH:35][C:34]([C:2]3[CH:3]=[C:4]4[C:8](=[CH:9][C:10]=3[Cl:11])[NH:7][C:6]([CH2:12][C:13]3[CH:14]=[CH:15][C:16]([CH3:22])=[C:17]([CH:21]=3)[C:18]([OH:20])=[O:19])=[CH:5]4)=[CH:33][CH:32]=2)[CH2:37][CH2:38]1)(=[O:69])[CH3:61], predict the reactants needed to synthesize it. The reactants are: Br[C:2]1[CH:3]=[C:4]2[C:8](=[CH:9][C:10]=1[Cl:11])[NH:7][C:6]([CH2:12][C:13]1[CH:14]=[CH:15][C:16]([CH3:22])=[C:17]([CH:21]=1)[C:18]([OH:20])=[O:19])=[CH:5]2.C1(P(C2CCCCC2)[C:30]2[CH:35]=[CH:34][CH:33]=[CH:32][C:31]=2[C:36]2[C:41]([O:42][CH3:43])=CC=[CH:38][C:37]=2OC)CCCCC1.P([O-])([O-])([O-])=O.[K+].[K+].[K+].N1C2C(=CC=CC=2)C=[CH:61]1.[OH2:69]. (4) The reactants are: C(OC([N:8]1[CH2:13][CH2:12][N:11]([CH:14]2[CH2:19][CH2:18][N:17]([C:20](=[O:25])[NH:21][CH:22]([CH3:24])[CH3:23])[CH2:16][CH2:15]2)[CH2:10][CH2:9]1)=O)(C)(C)C.[F:26][C:27]([F:32])([F:31])[C:28]([OH:30])=[O:29]. Given the product [F:26][C:27]([F:32])([F:31])[C:28]([OH:30])=[O:29].[CH:22]([NH:21][C:20]([N:17]1[CH2:18][CH2:19][CH:14]([N:11]2[CH2:12][CH2:13][NH:8][CH2:9][CH2:10]2)[CH2:15][CH2:16]1)=[O:25])([CH3:24])[CH3:23], predict the reactants needed to synthesize it. (5) Given the product [NH2:9][C:8]1[CH:7]=[CH:6][C:5]([CH2:12][C:13]([OH:15])=[O:14])=[CH:4][C:3]=1[O:2][CH3:1], predict the reactants needed to synthesize it. The reactants are: [CH3:1][O:2][C:3]1[CH:4]=[C:5]([CH2:12][C:13]([OH:15])=[O:14])[CH:6]=[CH:7][C:8]=1[N+:9]([O-])=O.